This data is from Catalyst prediction with 721,799 reactions and 888 catalyst types from USPTO. The task is: Predict which catalyst facilitates the given reaction. (1) Reactant: C([O:3][C:4](=[O:36])[C:5]1[CH:10]=[CH:9][C:8]([NH:11][C:12]([N:14]([CH:30]2[CH2:35][CH2:34][CH2:33][CH2:32][CH2:31]2)[C:15]2[N:16]([C:24]3[CH:29]=[CH:28][CH:27]=[CH:26][CH:25]=3)[N:17]=[C:18]3[C:23]=2[CH:22]=[CH:21][CH:20]=[CH:19]3)=[O:13])=[CH:7][CH:6]=1)C.[OH-].[Li+]. Product: [CH:30]1([N:14]([C:15]2[N:16]([C:24]3[CH:29]=[CH:28][CH:27]=[CH:26][CH:25]=3)[N:17]=[C:18]3[C:23]=2[CH:22]=[CH:21][CH:20]=[CH:19]3)[C:12](=[O:13])[NH:11][C:8]2[CH:7]=[CH:6][C:5]([C:4]([OH:36])=[O:3])=[CH:10][CH:9]=2)[CH2:35][CH2:34][CH2:33][CH2:32][CH2:31]1. The catalyst class is: 36. (2) Reactant: CC(C)([O-])C.[K+].CN(C=O)C.[N+:12]([C:15]1[CH:16]=[CH:17][C:18]2[O:23][CH2:22][C@H:21]([CH2:24][OH:25])[O:20][C:19]=2[CH:26]=1)([O-:14])=[O:13].ClC1C=CC(O[CH2:33][C:34]#[N:35])=CC=1. Product: [OH:25][CH2:24][C@H:21]1[CH2:22][O:23][C:18]2[CH:17]=[CH:16][C:15]([N+:12]([O-:14])=[O:13])=[C:26]([CH2:33][C:34]#[N:35])[C:19]=2[O:20]1. The catalyst class is: 237. (3) Reactant: [Cl:1][C:2]1[N:10]=[C:9]2[C:5]([N:6]=[C:7]([CH2:12][CH:13]=O)[N:8]2[CH3:11])=[C:4]([N:15]2[CH2:20][CH2:19][O:18][CH2:17][CH2:16]2)[N:3]=1.[CH3:21][C:22]1([OH:26])[CH2:25][NH:24][CH2:23]1.C(O[BH-](OC(=O)C)OC(=O)C)(=O)C.[Na+]. Product: [Cl:1][C:2]1[N:10]=[C:9]2[C:5]([N:6]=[C:7]([CH2:12][CH2:13][N:24]3[CH2:25][C:22]([CH3:21])([OH:26])[CH2:23]3)[N:8]2[CH3:11])=[C:4]([N:15]2[CH2:20][CH2:19][O:18][CH2:17][CH2:16]2)[N:3]=1. The catalyst class is: 26.